Dataset: Forward reaction prediction with 1.9M reactions from USPTO patents (1976-2016). Task: Predict the product of the given reaction. Given the reactants [CH3:1][O:2][C:3](=[O:17])[CH2:4][NH:5][C:6]1[CH:11]=[C:10]([N+:12]([O-:14])=[O:13])[CH:9]=[CH:8][C:7]=1[C:15]#[N:16].[C:18](Cl)(=[O:20])[CH3:19], predict the reaction product. The product is: [CH3:1][O:2][C:3](=[O:17])[CH2:4][N:5]([C:18](=[O:20])[CH3:19])[C:6]1[CH:11]=[C:10]([N+:12]([O-:14])=[O:13])[CH:9]=[CH:8][C:7]=1[C:15]#[N:16].